Task: Predict the product of the given reaction.. Dataset: Forward reaction prediction with 1.9M reactions from USPTO patents (1976-2016) (1) Given the reactants Br[C:2]1[CH:7]=[CH:6][C:5]([Br:8])=[CH:4][C:3]=1[N+:9]([O-:11])=[O:10].[C:12]([Cu])#[N:13], predict the reaction product. The product is: [Br:8][C:5]1[CH:6]=[CH:7][C:2]([C:12]#[N:13])=[C:3]([N+:9]([O-:11])=[O:10])[CH:4]=1. (2) Given the reactants CC(C)([O-])C.[K+].[Cl:7][C:8]1[CH:9]=[C:10]([OH:14])[CH:11]=[CH:12][CH:13]=1.F[C:16]1[CH:17]=[C:18]([N+:22]([O-:24])=[O:23])[CH:19]=[CH:20][CH:21]=1.O, predict the reaction product. The product is: [Cl:7][C:8]1[CH:9]=[C:10]([CH:11]=[CH:12][CH:13]=1)[O:14][C:16]1[CH:17]=[C:18]([N+:22]([O-:24])=[O:23])[CH:19]=[CH:20][CH:21]=1.